This data is from Full USPTO retrosynthesis dataset with 1.9M reactions from patents (1976-2016). The task is: Predict the reactants needed to synthesize the given product. (1) Given the product [F:1][C:2]1[CH:3]=[C:4]([OH:10])[CH:5]=[C:6]([OH:8])[CH:7]=1, predict the reactants needed to synthesize it. The reactants are: [F:1][C:2]1[CH:7]=[C:6]([O:8]C)[CH:5]=[C:4]([O:10]C)[CH:3]=1.B(Br)(Br)Br.CO. (2) Given the product [Br:1][C:2]1[CH:3]=[C:4]([NH:5][C:23](=[O:24])[C@H:22]([NH:21][C:19](=[O:20])[O:18][C:14]([CH3:17])([CH3:16])[CH3:15])[CH2:26][CH:27]([CH3:29])[CH3:28])[CH:6]=[CH:7][C:8]=1[C:9]1[O:13][CH:12]=[N:11][CH:10]=1, predict the reactants needed to synthesize it. The reactants are: [Br:1][C:2]1[CH:3]=[C:4]([CH:6]=[CH:7][C:8]=1[C:9]1[O:13][CH:12]=[N:11][CH:10]=1)[NH2:5].[C:14]([O:18][C:19]([NH:21][C@H:22]([CH2:26][CH:27]([CH3:29])[CH3:28])[C:23](O)=[O:24])=[O:20])([CH3:17])([CH3:16])[CH3:15].C(N(CC)C(C)C)(C)C.CN(C(ON1N=NC2C=CC=NC1=2)=[N+](C)C)C.F[P-](F)(F)(F)(F)F.C([O-])(O)=O.[Na+]. (3) Given the product [CH2:54]([O:50][C:49](=[O:51])[CH2:48][C@H:45]1[CH2:46][CH2:47][C@H:42]([CH2:41][N:38]([C:29]2[CH:30]=[CH:31][C:32]([C:34]([F:36])([F:37])[F:35])=[CH:33][C:28]=2[CH2:27][N:15]([CH:13]([C:5]2[CH:4]=[C:3]([C:2]([F:1])([F:52])[F:53])[CH:8]=[C:7]([C:9]([F:12])([F:11])[F:10])[CH:6]=2)[CH3:14])[C:16]2[N:17]=[CH:18][C:19]([O:22][CH2:23][CH2:24][S:25][CH3:26])=[CH:20][N:21]=2)[CH2:39][CH3:40])[CH2:43][CH2:44]1)[C:55]1[CH:60]=[CH:59][CH:58]=[CH:57][CH:56]=1, predict the reactants needed to synthesize it. The reactants are: [F:1][C:2]([F:53])([F:52])[C:3]1[CH:4]=[C:5]([CH:13]([N:15]([CH2:27][C:28]2[CH:33]=[C:32]([C:34]([F:37])([F:36])[F:35])[CH:31]=[CH:30][C:29]=2[N:38]([CH2:41][C@H:42]2[CH2:47][CH2:46][C@H:45]([CH2:48][C:49]([OH:51])=[O:50])[CH2:44][CH2:43]2)[CH2:39][CH3:40])[C:16]2[N:21]=[CH:20][C:19]([O:22][CH2:23][CH2:24][S:25][CH3:26])=[CH:18][N:17]=2)[CH3:14])[CH:6]=[C:7]([C:9]([F:12])([F:11])[F:10])[CH:8]=1.[CH2:54](O)[C:55]1[CH:60]=[CH:59][CH:58]=[CH:57][CH:56]=1.CCN=C=NCCCN(C)C.Cl.O.